This data is from Reaction yield outcomes from USPTO patents with 853,638 reactions. The task is: Predict the reaction yield, written as a fraction of the theoretical maximum amount of product (1.0 means a 100% yield; for example, 0.34 means a 34% yield). The reactants are C(Cl)CCl.[NH:5]([C:7]1[C:8]2[N:9]([CH:17]=[CH:18][CH:19]=2)[C:10]2[C:15]([N:16]=1)=[CH:14][CH:13]=[CH:12][CH:11]=2)[NH2:6].[NH:20]1[C:28]2[C:23](=[CH:24][CH:25]=[CH:26][CH:27]=2)[CH:22]=[C:21]1[C:29](O)=[O:30].C(=O)(O)[O-].[Na+]. The catalyst is CN(C1C=CN=CC=1)C.C(OCC)(=O)C.O. The product is [CH:17]1[N:9]2[C:10]3[C:15]([N:16]=[C:7]([NH:5][NH:6][C:29]([C:21]4[NH:20][C:28]5[C:23]([CH:22]=4)=[CH:24][CH:25]=[CH:26][CH:27]=5)=[O:30])[C:8]2=[CH:19][CH:18]=1)=[CH:14][CH:13]=[CH:12][CH:11]=3. The yield is 0.620.